From a dataset of Catalyst prediction with 721,799 reactions and 888 catalyst types from USPTO. Predict which catalyst facilitates the given reaction. (1) Reactant: Br[C:2]1[CH:9]=[CH:8][C:7]([O:10][CH2:11][CH:12]2[CH2:17][CH2:16][N:15]([CH2:18][C:19]([CH2:23][CH3:24])([F:22])[CH2:20][CH3:21])[CH2:14][CH2:13]2)=[CH:6][C:3]=1[C:4]#[N:5].[CH3:25][O:26][C:27]([C:29]1[CH:34]=[CH:33][C:32](B(O)O)=[CH:31][CH:30]=1)=[O:28].C([O-])([O-])=O.[Cs+].[Cs+]. Product: [C:4]([C:3]1[CH:6]=[C:7]([O:10][CH2:11][CH:12]2[CH2:17][CH2:16][N:15]([CH2:18][C:19]([CH2:23][CH3:24])([F:22])[CH2:20][CH3:21])[CH2:14][CH2:13]2)[CH:8]=[CH:9][C:2]=1[C:32]1[CH:33]=[CH:34][C:29]([C:27]([O:26][CH3:25])=[O:28])=[CH:30][CH:31]=1)#[N:5]. The catalyst class is: 12. (2) Reactant: [Br:1][C:2]1[C:7]([CH3:8])=[CH:6][CH:5]=[CH:4][N:3]=1.C1C=C(Cl)C=C(C(OO)=[O:17])C=1.[OH-].[Na+]. Product: [Br:1][C:2]1[C:7]([CH3:8])=[CH:6][CH:5]=[CH:4][N+:3]=1[O-:17]. The catalyst class is: 4. (3) Reactant: [C:1]([C:4]1[CH:5]=[C:6]([CH:9]=[CH:10][CH:11]=1)[C:7]#[N:8])(=[O:3])[CH3:2].CO[CH:14](OC)[N:15]([CH3:17])[CH3:16]. Product: [CH3:14][N:15]([CH3:17])[CH:16]=[CH:2][C:1]([C:4]1[CH:5]=[C:6]([CH:9]=[CH:10][CH:11]=1)[C:7]#[N:8])=[O:3]. The catalyst class is: 4. (4) Reactant: [Na].[C:2]1([S:8]([OH:10])=[O:9])[CH:7]=[CH:6][CH:5]=[CH:4][CH:3]=1.[CH3:11][CH:12]1[CH2:17][CH2:16][C:15](=[O:18])[CH:14]=[CH:13]1.Cl. Product: [CH3:11][CH:12]1[CH2:17][CH2:16][C:15](=[O:18])[CH2:14][CH:13]1[S:8]([C:2]1[CH:7]=[CH:6][CH:5]=[CH:4][CH:3]=1)(=[O:10])=[O:9]. The catalyst class is: 6. (5) Reactant: [CH:1]([N:14]1[CH2:17][C:16]([CH2:19][CH3:20])([OH:18])[CH2:15]1)([C:8]1[CH:13]=[CH:12][CH:11]=[CH:10][CH:9]=1)[C:2]1[CH:7]=[CH:6][CH:5]=[CH:4][CH:3]=1.C(N(CC)CC)C.[CH3:28][S:29](Cl)(=[O:31])=[O:30]. Product: [CH:1]([N:14]1[CH2:17][C:16]([O:18][S:29]([CH3:28])(=[O:31])=[O:30])([CH2:19][CH3:20])[CH2:15]1)([C:8]1[CH:13]=[CH:12][CH:11]=[CH:10][CH:9]=1)[C:2]1[CH:3]=[CH:4][CH:5]=[CH:6][CH:7]=1. The catalyst class is: 4.